Dataset: Reaction yield outcomes from USPTO patents with 853,638 reactions. Task: Predict the reaction yield, written as a fraction of the theoretical maximum amount of product (1.0 means a 100% yield; for example, 0.34 means a 34% yield). The reactants are C(=O)([O-])[O-].[Ca+2].[C:6](Cl)(Cl)=[S:7].[Cl:10][C:11]1[CH:16]=[C:15]([NH2:17])[CH:14]=[C:13]([Cl:18])[C:12]=1[C:19]1[CH:24]=[CH:23][CH:22]=[CH:21][CH:20]=1.Cl. The catalyst is ClCCl.O. The product is [Cl:10][C:11]1[CH:16]=[C:15]([N:17]=[C:6]=[S:7])[CH:14]=[C:13]([Cl:18])[C:12]=1[C:19]1[CH:24]=[CH:23][CH:22]=[CH:21][CH:20]=1. The yield is 0.860.